This data is from Reaction yield outcomes from USPTO patents with 853,638 reactions. The task is: Predict the reaction yield, written as a fraction of the theoretical maximum amount of product (1.0 means a 100% yield; for example, 0.34 means a 34% yield). (1) The reactants are [Br:1][C:2]1[CH:3]=[C:4]([N:8]2[C:12]3[CH:13]=[CH:14][C:15]([C:17](=O)[CH3:18])=[CH:16][C:11]=3[N:10]=[CH:9]2)[CH:5]=[CH:6][CH:7]=1.[CH:20]([NH2:22])=[O:21].C(O)=O. No catalyst specified. The product is [Br:1][C:2]1[CH:3]=[C:4]([N:8]2[C:12]3[CH:13]=[CH:14][C:15]([CH:17]([NH:22][CH:20]=[O:21])[CH3:18])=[CH:16][C:11]=3[N:10]=[CH:9]2)[CH:5]=[CH:6][CH:7]=1. The yield is 0.600. (2) The reactants are [N+:1]([O-:4])([O-])=[O:2].[K+].[Cl:6][C:7]1[C:14]([Cl:15])=[CH:13][CH:12]=[CH:11][C:8]=1[CH:9]=[O:10]. The catalyst is S(=O)(=O)(O)O. The product is [Cl:6][C:7]1[C:14]([Cl:15])=[CH:13][CH:12]=[C:11]([N+:1]([O-:4])=[O:2])[C:8]=1[CH:9]=[O:10]. The yield is 0.340. (3) The reactants are [Br:1][C:2]1[CH:3]=[C:4]([N+:9]([O-:11])=[O:10])[C:5]([CH3:8])=[N:6][CH:7]=1.[CH3:12][N:13]([CH:15]=O)[CH3:14]. No catalyst specified. The product is [Br:1][C:2]1[CH:3]=[C:4]([N+:9]([O-:11])=[O:10])[C:5](/[CH:8]=[CH:12]/[N:13]([CH3:15])[CH3:14])=[N:6][CH:7]=1. The yield is 0.760. (4) The reactants are [CH2:1]([O:8][N:9]1[C:15](=[O:16])[N:14]2[CH2:17][C@H:10]1[CH2:11][CH2:12][C@H:13]2[C:18]([O:20]C)=[O:19])[C:2]1[CH:7]=[CH:6][CH:5]=[CH:4][CH:3]=1.O1CCCC1.[OH-].[Li+]. The catalyst is O. The product is [CH2:1]([O:8][N:9]1[C:15](=[O:16])[N:14]2[CH2:17][C@H:10]1[CH2:11][CH2:12][C@H:13]2[C:18]([OH:20])=[O:19])[C:2]1[CH:7]=[CH:6][CH:5]=[CH:4][CH:3]=1. The yield is 0.820. (5) The reactants are [Cl:1][C:2]1[CH:7]=[C:6]([Cl:8])[CH:5]=[CH:4][C:3]=1[CH2:9][C:10]([OH:12])=O.C(Cl)(=O)C(Cl)=O.[N+:19]([CH2:21][C:22]([O:24][CH2:25][CH3:26])=[O:23])#[C-:20].C([Li])CCC.[Cl-].[NH4+]. The catalyst is CN(C)C=O.O1CCCC1.CCCCCC.C(OCC)(=O)C.CCCCCC. The product is [Cl:1][C:2]1[CH:7]=[C:6]([Cl:8])[CH:5]=[CH:4][C:3]=1[CH2:9][C:10]1[O:12][CH:20]=[N:19][C:21]=1[C:22]([O:24][CH2:25][CH3:26])=[O:23]. The yield is 0.660.